From a dataset of Peptide-MHC class I binding affinity with 185,985 pairs from IEDB/IMGT. Regression. Given a peptide amino acid sequence and an MHC pseudo amino acid sequence, predict their binding affinity value. This is MHC class I binding data. The peptide sequence is IIYSKAGNI. The MHC is HLA-A02:01 with pseudo-sequence HLA-A02:01. The binding affinity (normalized) is 0.